This data is from Full USPTO retrosynthesis dataset with 1.9M reactions from patents (1976-2016). The task is: Predict the reactants needed to synthesize the given product. (1) The reactants are: [F:1][C:2]1[CH:3]=[C:4]([C:21]2[CH:22]=[N:23][N:24]3[CH:29]=[CH:28][C:27]([N:30]4[C@@H:34]([C:35]5[CH:40]=[CH:39][CH:38]=[CH:37][C:36]=5[O:41][CH3:42])[CH2:33][O:32][C:31]4=[O:43])=[N:26][C:25]=23)[CH:5]=[CH:6][C:7]=1[C:8]1[N:12]=[CH:11][N:10](COCC[Si](C)(C)C)[N:9]=1.FC(F)(F)C(O)=O. Given the product [F:1][C:2]1[CH:3]=[C:4]([C:21]2[CH:22]=[N:23][N:24]3[CH:29]=[CH:28][C:27]([N:30]4[C@@H:34]([C:35]5[CH:40]=[CH:39][CH:38]=[CH:37][C:36]=5[O:41][CH3:42])[CH2:33][O:32][C:31]4=[O:43])=[N:26][C:25]=23)[CH:5]=[CH:6][C:7]=1[C:8]1[N:12]=[CH:11][NH:10][N:9]=1, predict the reactants needed to synthesize it. (2) Given the product [ClH:38].[NH2:7][C:8]1[C@:9]([CH3:36])([C:32]([F:34])([F:33])[F:35])[O:10][CH2:11][C@:12]([C:15]2[CH:20]=[C:19]([NH:21][C:22]([C:24]3[N:29]=[CH:28][C:27]([Br:30])=[CH:26][N:25]=3)=[O:23])[CH:18]=[CH:17][C:16]=2[F:31])([CH3:14])[N:13]=1, predict the reactants needed to synthesize it. The reactants are: C(OC(=O)[NH:7][C:8]1[C@:9]([CH3:36])([C:32]([F:35])([F:34])[F:33])[O:10][CH2:11][C@:12]([C:15]2[CH:20]=[C:19]([NH:21][C:22]([C:24]3[N:29]=[CH:28][C:27]([Br:30])=[CH:26][N:25]=3)=[O:23])[CH:18]=[CH:17][C:16]=2[F:31])([CH3:14])[N:13]=1)(C)(C)C.[ClH:38].